From a dataset of Catalyst prediction with 721,799 reactions and 888 catalyst types from USPTO. Predict which catalyst facilitates the given reaction. (1) Reactant: [CH2:1]([O:3][C:4]1[N:12]=[CH:11][C:10]([S:13]([N:16]2[CH2:21][CH2:20][N:19]([CH2:22][CH3:23])[CH2:18][CH2:17]2)(=[O:15])=[O:14])=[CH:9][C:5]=1[C:6]([OH:8])=O)[CH3:2].[NH2:24][C:25]1[C:26]([C:36]([NH2:38])=[O:37])=[N:27][N:28]([CH2:32][CH2:33][O:34][CH3:35])[C:29]=1[CH2:30][CH3:31]. Product: [C:36]([C:26]1[C:25]([NH:24][C:6](=[O:8])[C:5]2[CH:9]=[C:10]([S:13]([N:16]3[CH2:17][CH2:18][N:19]([CH2:22][CH3:23])[CH2:20][CH2:21]3)(=[O:14])=[O:15])[CH:11]=[N:12][C:4]=2[O:3][CH2:1][CH3:2])=[C:29]([CH2:30][CH3:31])[N:28]([CH2:32][CH2:33][O:34][CH3:35])[N:27]=1)(=[O:37])[NH2:38]. The catalyst class is: 13. (2) Reactant: [F:1][C:2]1[C:7]([F:8])=[C:6]([CH2:9][OH:10])[C:5]([F:11])=[C:4]([F:12])[C:3]=1[CH2:13][OH:14].O.[OH-].[Na+].S(OC)(O[CH3:22])(=O)=O. Product: [CH3:22][O:14][CH2:13][C:3]1[C:2]([F:1])=[C:7]([F:8])[C:6]([CH2:9][OH:10])=[C:5]([F:11])[C:4]=1[F:12]. The catalyst class is: 282. (3) Reactant: [C:1](=[O:17])([O:10][CH2:11][CH2:12][Si:13]([CH3:16])([CH3:15])[CH3:14])ON1C(=O)CCC1=O.[C:18]([O:22][C:23]([NH:25][CH2:26][CH2:27][NH:28][CH2:29][C:30]([O:32][CH2:33][CH3:34])=[O:31])=[O:24])([CH3:21])([CH3:20])[CH3:19].C([O-])([O-])=O.[K+].[K+]. Product: [C:18]([O:22][C:23]([NH:25][CH2:26][CH2:27][N:28]([C:1]([O:10][CH2:11][CH2:12][Si:13]([CH3:14])([CH3:15])[CH3:16])=[O:17])[CH2:29][C:30]([O:32][CH2:33][CH3:34])=[O:31])=[O:24])([CH3:21])([CH3:20])[CH3:19]. The catalyst class is: 34. (4) Reactant: Cl.[N+:2]([C:5]1[CH:12]=[CH:11][C:8]([CH2:9][NH2:10])=[CH:7][CH:6]=1)([O-:4])=[O:3].C(N(CC)CC)C.C([O:23][CH2:24][C:25]([F:28])([F:27])[F:26])(=O)C. Product: [N+:2]([C:5]1[CH:6]=[CH:7][C:8]([CH2:9][NH:10][C:24](=[O:23])[C:25]([F:28])([F:27])[F:26])=[CH:11][CH:12]=1)([O-:4])=[O:3]. The catalyst class is: 10. (5) Reactant: C(OC([NH:8][C:9]1([C:13]2[CH:18]=[CH:17][C:16]([C:19]3[C:24]([C:25]4[CH:30]=[CH:29][CH:28]=[CH:27][CH:26]=4)=[CH:23][N:22]4[N:31]=[C:32]([C:34]([OH:36])=[O:35])[N:33]=[C:21]4[N:20]=3)=[CH:15][CH:14]=2)[CH2:12][CH2:11][CH2:10]1)=O)(C)(C)C.C(O)(C(F)(F)F)=O. Product: [NH2:8][C:9]1([C:13]2[CH:14]=[CH:15][C:16]([C:19]3[C:24]([C:25]4[CH:30]=[CH:29][CH:28]=[CH:27][CH:26]=4)=[CH:23][N:22]4[N:31]=[C:32]([C:34]([OH:36])=[O:35])[N:33]=[C:21]4[N:20]=3)=[CH:17][CH:18]=2)[CH2:12][CH2:11][CH2:10]1. The catalyst class is: 2. (6) Reactant: [N+:1]([C:4]1[C:5]([C:9]([OH:11])=[O:10])=[N:6][NH:7][CH:8]=1)([O-:3])=[O:2].Cl.[CH3:13]N(C)CCCN=C=NCC.CO. Product: [CH3:13][O:10][C:9]([C:5]1[C:4]([N+:1]([O-:3])=[O:2])=[CH:8][NH:7][N:6]=1)=[O:11]. The catalyst class is: 112. (7) Reactant: CSC.B(F)(F)F.C[N:9]([C:14](=[O:36])[C:15]1[CH:20]=[C:19]([Cl:21])[C:18]([O:22][C:23]2[CH:28]=[C:27]([CH:29]([CH3:31])[CH3:30])[C:26]([O:32]C)=[C:25]([CH3:34])[CH:24]=2)=[C:17]([Cl:35])[CH:16]=1)[CH2:10][C:11]([OH:13])=[O:12]. Product: [Cl:21][C:19]1[CH:20]=[C:15]([CH:16]=[C:17]([Cl:35])[C:18]=1[O:22][C:23]1[CH:24]=[C:25]([CH3:34])[C:26]([OH:32])=[C:27]([CH:29]([CH3:30])[CH3:31])[CH:28]=1)[C:14]([NH:9][CH2:10][C:11]([OH:13])=[O:12])=[O:36]. The catalyst class is: 4. (8) Product: [C:1]([C@@H:4]1[CH2:8][CH2:7][CH2:6][N:5]1[C:9](=[O:19])[CH2:10][NH:11][C:12](=[O:18])[O:13][C:14]([CH3:15])([CH3:16])[CH3:17])#[N:2]. Reactant: [C:1]([C@@H:4]1[CH2:8][CH2:7][CH2:6][N:5]1[C:9](=[O:19])[CH2:10][NH:11][C:12](=[O:18])[O:13][C:14]([CH3:17])([CH3:16])[CH3:15])(=O)[NH2:2].N1C=CC=CC=1.FC(F)(F)C(OC(=O)C(F)(F)F)=O. The catalyst class is: 4. (9) Product: [CH3:25][C:22]1[S:21][C:4]2[C:5]3[C:19]([CH3:20])=[N:18][O:17][C:6]=3[C@H:7]([CH2:9][C:10]([O:12][C:13]([CH3:16])([CH3:15])[CH3:14])=[O:11])[N:8]=[C:2]([O:32][C:26]3[CH:31]=[CH:30][CH:29]=[CH:28][CH:27]=3)[C:3]=2[C:23]=1[CH3:24]. The catalyst class is: 17. Reactant: Cl[C:2]1[C:3]2[C:23]([CH3:24])=[C:22]([CH3:25])[S:21][C:4]=2[C:5]2[C:19]([CH3:20])=[N:18][O:17][C:6]=2[C@H:7]([CH2:9][C:10]([O:12][C:13]([CH3:16])([CH3:15])[CH3:14])=[O:11])[N:8]=1.[C:26]1([OH:32])[CH:31]=[CH:30][CH:29]=[CH:28][CH:27]=1.